Dataset: Full USPTO retrosynthesis dataset with 1.9M reactions from patents (1976-2016). Task: Predict the reactants needed to synthesize the given product. (1) Given the product [Br:14][CH2:15][C:16]1[CH:21]=[CH:20][C:19]([C:22](=[O:27])[CH2:23][CH:24]([CH3:25])[CH3:26])=[CH:18][CH:17]=1, predict the reactants needed to synthesize it. The reactants are: CC(C)CC(C1C=CC(C)=CC=1)=O.[Br:14][CH2:15][C:16]1(CBr)[CH:21]=[CH:20][C:19]([C:22](=[O:27])[CH2:23][CH:24]([CH3:26])[CH3:25])=[CH:18][CH2:17]1. (2) Given the product [ClH:38].[Cl:38][C:34]1[CH:33]=[C:32]([C@@H:30]([OH:31])[CH2:29][NH:28][CH2:27][CH2:26][C:23]2[CH:24]=[CH:25][C:20]([C:17]3[CH:18]=[CH:19][C:14]([C:12]([NH:11][S:8]([CH2:7][CH2:6][CH2:5][OH:4])(=[O:10])=[O:9])=[O:13])=[C:15]([O:46][CH:47]4[CH2:52][CH2:51][CH2:50][CH2:49][CH2:48]4)[CH:16]=3)=[CH:21][CH:22]=2)[CH:37]=[CH:36][CH:35]=1, predict the reactants needed to synthesize it. The reactants are: C([O:4][CH2:5][CH2:6][CH2:7][S:8]([NH:11][C:12]([C:14]1[CH:19]=[CH:18][C:17]([C:20]2[CH:25]=[CH:24][C:23]([CH2:26][CH2:27][N:28](C(OC(C)(C)C)=O)[CH2:29][C@@H:30]([C:32]3[CH:37]=[CH:36][CH:35]=[C:34]([Cl:38])[CH:33]=3)[OH:31])=[CH:22][CH:21]=2)=[CH:16][C:15]=1[O:46][CH:47]1[CH2:52][CH2:51][CH2:50][CH2:49][CH2:48]1)=[O:13])(=[O:10])=[O:9])(=O)C. (3) Given the product [CH3:17][O:16][C:15]1[C:3]2[CH2:2][N:18]([C:19]3[CH:20]=[CH:21][C:22]([CH2:25][C:26]([O:28][CH2:29][CH3:30])=[O:27])=[CH:23][CH:24]=3)[C:5](=[O:7])[C:4]=2[CH:8]=[C:9]2[CH:10]=[CH:11][CH:12]=[CH:13][C:14]=12, predict the reactants needed to synthesize it. The reactants are: O[CH:2]1O[C:5](=[O:7])[C:4]2[CH:8]=[C:9]3[C:14](=[C:15]([O:16][CH3:17])[C:3]1=2)[CH:13]=[CH:12][CH:11]=[CH:10]3.[NH2:18][C:19]1[CH:24]=[CH:23][C:22]([CH2:25][C:26]([O:28][CH2:29][CH3:30])=[O:27])=[CH:21][CH:20]=1.C(O[BH-](OC(=O)C)OC(=O)C)(=O)C.[Na+].[OH-].[Na+]. (4) Given the product [C:1]([NH:5][C:6]([C:8]1[C:16]2[C:11](=[N:12][CH:13]=[C:14]([NH:17][C:18]3[CH:19]=[N:20][N:21]([CH2:23][CH3:24])[CH:22]=3)[N:15]=2)[NH:10][CH:9]=1)=[O:7])([CH3:4])([CH3:2])[CH3:3], predict the reactants needed to synthesize it. The reactants are: [C:1]([NH:5][C:6]([C:8]1[C:16]2[C:11](=[N:12][CH:13]=[C:14]([NH:17][C:18]3[CH:19]=[N:20][N:21]([CH2:23][CH3:24])[CH:22]=3)[N:15]=2)[N:10](COCC[Si](C)(C)C)[CH:9]=1)=[O:7])([CH3:4])([CH3:3])[CH3:2].FC(F)(F)C(O)=O. (5) Given the product [CH3:3][C@H:4]1[CH2:12][C:11]2[C:6](=[CH:7][C:8]([CH3:13])=[CH:9][CH:10]=2)[C@@H:5]1[NH:14][C:15]1[N:20]=[C:19]([NH2:21])[C:18]([C:22]#[CH:23])=[CH:17][N:16]=1, predict the reactants needed to synthesize it. The reactants are: [OH-].[K+].[CH3:3][C@H:4]1[CH2:12][C:11]2[C:6](=[CH:7][C:8]([CH3:13])=[CH:9][CH:10]=2)[C@@H:5]1[NH:14][C:15]1[N:20]=[C:19]([NH2:21])[C:18]([C:22]#[C:23][Si](C)(C)C)=[CH:17][N:16]=1.